From a dataset of Reaction yield outcomes from USPTO patents with 853,638 reactions. Predict the reaction yield, written as a fraction of the theoretical maximum amount of product (1.0 means a 100% yield; for example, 0.34 means a 34% yield). (1) The reactants are [NH2:1][C@H:2]1[CH2:7][CH2:6][N:5]([C:8]2[S:9][C:10]([C:13]([O:15][CH2:16][CH3:17])=[O:14])=[CH:11][N:12]=2)[CH2:4][C@H:3]1[O:18][CH3:19].[Cl:20][C:21]1[N:22]=[C:23]([C:27](O)=[O:28])[NH:24][C:25]=1[CH3:26].CCN=C=NCCCN(C)C.Cl. The catalyst is CN(C1C=CN=CC=1)C. The product is [Cl:20][C:21]1[N:22]=[C:23]([C:27]([NH:1][C@H:2]2[CH2:7][CH2:6][N:5]([C:8]3[S:9][C:10]([C:13]([O:15][CH2:16][CH3:17])=[O:14])=[CH:11][N:12]=3)[CH2:4][C@H:3]2[O:18][CH3:19])=[O:28])[NH:24][C:25]=1[CH3:26]. The yield is 0.200. (2) The reactants are C(OC[C@H]1OC(=O)C[C@@H]1C1OCCO1)(=O)C.[H-].[H-].[H-].[H-].[Li+].[Al+3].O1CCO[CH:24]1[C@@H:28]([CH2:33][CH2:34][OH:35])[C@H:29]([OH:32])[CH2:30][OH:31].C(CO)C. The catalyst is CCOCC.C1COCC1.CCOCC.C1COCC1.O.Cl.C(Cl)(Cl)Cl.O1CCOC1[C@@H](CCO)[C@H](O)CO.CO. The product is [OH:32][C@H:29]1[C@H:28]2[C@H:24]([O:35][CH2:34][CH2:33]2)[O:31][CH2:30]1. The yield is 0.640. (3) The reactants are [NH:1]1[CH:5]=[CH:4][CH:3]=[C:2]1[C:6](Cl)=[O:7].[C:9]1([C@@H:15]([NH2:17])[CH3:16])[CH:14]=[CH:13][CH:12]=[CH:11][CH:10]=1.C(N(CC)CC)C. The catalyst is C(Cl)Cl. The product is [C:9]1([C@@H:15]([NH:17][C:6]([C:2]2[NH:1][CH:5]=[CH:4][CH:3]=2)=[O:7])[CH3:16])[CH:14]=[CH:13][CH:12]=[CH:11][CH:10]=1. The yield is 0.400. (4) The reactants are [F:1][C:2]1[CH:7]=[C:6]([O:8][CH3:9])[C:5]([F:10])=[CH:4][C:3]=1/[CH:11]=[CH:12]/[C:13]([O:15][CH2:16][CH3:17])=[O:14]. The catalyst is [Pd].C(OCC)(=O)C. The product is [F:1][C:2]1[CH:7]=[C:6]([O:8][CH3:9])[C:5]([F:10])=[CH:4][C:3]=1[CH2:11][CH2:12][C:13]([O:15][CH2:16][CH3:17])=[O:14]. The yield is 0.800. (5) The reactants are [OH-].[Na+].[N+:3]([C:6]1[CH:7]=[C:8]2[C:12](=[CH:13][CH:14]=1)[NH:11][N:10]=[CH:9]2)([O-:5])=[O:4].[Br-:15].[Br-].[Br-].[NH+]1C=CC=CC=1.[NH+]1C=CC=CC=1.[NH+]1C=CC=CC=1.Cl. The catalyst is O.CO. The product is [Br:15][C:9]1[C:8]2[C:12](=[CH:13][CH:14]=[C:6]([N+:3]([O-:5])=[O:4])[CH:7]=2)[NH:11][N:10]=1. The yield is 0.550. (6) The reactants are [OH:1][C:2]1[CH:7]=[CH:6][C:5]([C:8]2[CH:13]=[CH:12][C:11]([C:14]#[N:15])=[CH:10][CH:9]=2)=[CH:4][C:3]=1I.C(N(CC)CC)C.[CH2:24]([OH:28])[CH2:25][C:26]#[CH:27]. The catalyst is CN(C)C=O.ClCCl.CCCCCC. The product is [OH:28][CH2:24][CH2:25][C:26]1[O:1][C:2]2[CH:7]=[CH:6][C:5]([C:8]3[CH:13]=[CH:12][C:11]([C:14]#[N:15])=[CH:10][CH:9]=3)=[CH:4][C:3]=2[CH:27]=1. The yield is 0.950. (7) The reactants are [NH2:1][C:2]1[C:3]([Cl:22])=[C:4]([C:9]2[C:20]([NH2:21])=[N:19][C:12]3[N:13]=[C:14]([S:17][CH3:18])[N:15]=[CH:16][C:11]=3[CH:10]=2)[C:5]([Cl:8])=[CH:6][CH:7]=1.[F:23][C:24]([F:35])([F:34])[C:25]1[CH:26]=[C:27]([CH:31]=[CH:32][CH:33]=1)[C:28](Cl)=[O:29]. The catalyst is C(Cl)Cl.CCOC(C)=O. The product is [NH2:21][C:20]1[C:9]([C:4]2[C:3]([Cl:22])=[C:2]([NH:1][C:28](=[O:29])[C:27]3[CH:31]=[CH:32][CH:33]=[C:25]([C:24]([F:23])([F:34])[F:35])[CH:26]=3)[CH:7]=[CH:6][C:5]=2[Cl:8])=[CH:10][C:11]2[CH:16]=[N:15][C:14]([S:17][CH3:18])=[N:13][C:12]=2[N:19]=1. The yield is 0.794. (8) The reactants are FC1C=C(F)C=CC=1C1C=C(COS(C)(=O)=O)C(=O)N(CC(C)C)N=1.[F:26][C:27]1[CH:53]=[CH:52][C:30]([CH2:31][N:32]2[C:37](=[O:38])[C:36]([C:39]([O:41]C)=[O:40])=[CH:35][C:34]([C:43]3[CH:48]=[CH:47][C:46]([O:49][CH3:50])=[C:45]([F:51])[CH:44]=3)=[N:33]2)=[CH:29][CH:28]=1. No catalyst specified. The product is [C:39]([C:36]1[C:37](=[O:38])[N:32]([CH2:31][C:30]2[CH:29]=[CH:28][C:27]([F:26])=[CH:53][CH:52]=2)[N:33]=[C:34]([C:43]2[CH:48]=[CH:47][C:46]([O:49][CH3:50])=[C:45]([F:51])[CH:44]=2)[CH:35]=1)([OH:41])=[O:40]. The yield is 0.977. (9) The reactants are [Br:1]N1C(C)(C)C(=O)N(Br)C1=O.[CH3:12][C:13]1[C:18]([OH:19])=[C:17]([CH3:20])[C:16]([CH3:21])=[CH:15][N:14]=1. The catalyst is C1COCC1. The product is [Br:1][C:15]1[N:14]=[C:13]([CH3:12])[C:18]([OH:19])=[C:17]([CH3:20])[C:16]=1[CH3:21]. The yield is 0.800. (10) The reactants are [C:1]([N:4]1[C:13]2[C:8](=[CH:9][CH:10]=[C:11]([C:14]3[S:15][C:16](Cl)=[C:17]([C:19]([O:21][CH2:22][CH3:23])=[O:20])[N:18]=3)[CH:12]=2)[CH2:7][CH2:6][CH2:5]1)(=[O:3])[CH3:2].[CH3:25][O:26][C:27]1[CH:32]=[CH:31][C:30](B(O)O)=[CH:29][CH:28]=1.[Cl-].[Li+].C(=O)([O-])[O-].[Cs+].[Cs+]. The catalyst is C1C=CC([P]([Pd]([P](C2C=CC=CC=2)(C2C=CC=CC=2)C2C=CC=CC=2)([P](C2C=CC=CC=2)(C2C=CC=CC=2)C2C=CC=CC=2)[P](C2C=CC=CC=2)(C2C=CC=CC=2)C2C=CC=CC=2)(C2C=CC=CC=2)C2C=CC=CC=2)=CC=1.O.O1CCOCC1. The product is [C:1]([N:4]1[C:13]2[C:8](=[CH:9][CH:10]=[C:11]([C:14]3[S:15][C:16]([C:30]4[CH:31]=[CH:32][C:27]([O:26][CH3:25])=[CH:28][CH:29]=4)=[C:17]([C:19]([O:21][CH2:22][CH3:23])=[O:20])[N:18]=3)[CH:12]=2)[CH2:7][CH2:6][CH2:5]1)(=[O:3])[CH3:2]. The yield is 0.900.